From a dataset of hERG Central: cardiac toxicity at 1µM, 10µM, and general inhibition. Predict hERG channel inhibition at various concentrations. (1) The drug is O=C(c1ccc(Cl)cc1)N1CCN(CCOc2ccccc2)CC1. Results: hERG_inhib (hERG inhibition (general)): blocker. (2) The drug is CN1CCc2ccc(NC(=O)c3ccc(C(F)(F)F)cc3)cc2C1. Results: hERG_inhib (hERG inhibition (general)): blocker.